Dataset: Forward reaction prediction with 1.9M reactions from USPTO patents (1976-2016). Task: Predict the product of the given reaction. (1) Given the reactants [C:1](Cl)(=[O:3])[CH3:2].[Br:5][C:6]1[CH:7]=[C:8]([O:12][CH3:13])[CH:9]=[CH:10][CH:11]=1.[Al+3].[Cl-].[Cl-].[Cl-], predict the reaction product. The product is: [Br:5][C:6]1[CH:7]=[C:8]([O:12][CH3:13])[CH:9]=[CH:10][C:11]=1[C:1](=[O:3])[CH3:2]. (2) Given the reactants Cl[C:2]1[N:7]=[C:6]([CH2:8][S:9]([C:12]2[CH:17]=[C:16]([F:18])[CH:15]=[C:14]([F:19])[CH:13]=2)(=[O:11])=[O:10])[CH:5]=[C:4]([N:20]2[CH2:25][CH2:24][O:23][CH2:22][C@@H:21]2[CH3:26])[N:3]=1.CC1(C)C(C)(C)OB([C:35]2[CH:41]=[CH:40][C:38]([NH2:39])=[CH:37][CH:36]=2)O1.C(=O)([O-])[O-].[Na+].[Na+], predict the reaction product. The product is: [F:19][C:14]1[CH:13]=[C:12]([S:9]([CH2:8][C:6]2[CH:5]=[C:4]([N:20]3[CH2:25][CH2:24][O:23][CH2:22][C@@H:21]3[CH3:26])[N:3]=[C:2]([C:35]3[CH:41]=[CH:40][C:38]([NH2:39])=[CH:37][CH:36]=3)[N:7]=2)(=[O:11])=[O:10])[CH:17]=[C:16]([F:18])[CH:15]=1.